Dataset: Full USPTO retrosynthesis dataset with 1.9M reactions from patents (1976-2016). Task: Predict the reactants needed to synthesize the given product. (1) Given the product [NH2:29][C:24]([CH:12]1[NH:11][CH2:16][CH2:15][N:14]([C:17]([O:19][C:20]([CH3:21])([CH3:22])[CH3:23])=[O:18])[CH2:13]1)=[O:26], predict the reactants needed to synthesize it. The reactants are: C(OC([N:11]1[CH2:16][CH2:15][N:14]([C:17]([O:19][C:20]([CH3:23])([CH3:22])[CH3:21])=[O:18])[CH2:13][CH:12]1[C:24]([OH:26])=O)=O)C1C=CC=CC=1.C([N:29](CC)CC)C.ClC(OCC)=O.[OH-].[NH4+].[Cl-].[NH4+]. (2) The reactants are: [CH3:1][NH:2][S:3]([C:6]1[CH:11]=[CH:10][CH:9]=[C:8]([N+:12]([O-])=O)[CH:7]=1)(=[O:5])=[O:4]. Given the product [NH2:12][C:8]1[CH:7]=[C:6]([S:3]([NH:2][CH3:1])(=[O:5])=[O:4])[CH:11]=[CH:10][CH:9]=1, predict the reactants needed to synthesize it. (3) Given the product [OH:28][C:27]1[CH:29]=[C:30]([OH:31])[CH:32]=[CH:33][C:34]=1[C:2]1[N:4]=[C:5]([C:32]2[CH:33]=[CH:34][C:27]([OH:28])=[CH:29][C:30]=2[OH:31])[N:7]=[C:8]([C:24]2[CH:23]=[CH:22][C:21]([O:20][C:14]3[CH:15]=[CH:16][CH:17]=[CH:18][CH:19]=3)=[CH:26][CH:25]=2)[N:1]=1, predict the reactants needed to synthesize it. The reactants are: [N:1]1[C:8](Cl)=[N:7][C:5](Cl)=[N:4][C:2]=1Cl.[Cl-].[Al+3].[Cl-].[Cl-].[C:14]1([O:20][C:21]2[CH:26]=[CH:25][CH:24]=[CH:23][CH:22]=2)[CH:19]=[CH:18][CH:17]=[CH:16][CH:15]=1.[C:27]1([CH:34]=[CH:33][CH:32]=[C:30]([OH:31])[CH:29]=1)[OH:28].